This data is from Catalyst prediction with 721,799 reactions and 888 catalyst types from USPTO. The task is: Predict which catalyst facilitates the given reaction. (1) Reactant: [Cl:1][C:2]1[N:7]=[CH:6][C:5]([NH2:8])=[C:4]([NH:9][CH:10]([CH:12]2[CH2:14][CH2:13]2)[CH3:11])[CH:3]=1.[CH2:15](OC(OCC)OCC)[CH3:16]. Product: [Cl:1][C:2]1[N:7]=[CH:6][C:5]2[N:8]=[C:15]([CH3:16])[N:9]([CH:10]([CH:12]3[CH2:14][CH2:13]3)[CH3:11])[C:4]=2[CH:3]=1. The catalyst class is: 106. (2) Reactant: [C:1]([O:5][C:6]([N:8]1[CH2:13][CH2:12][CH:11]([O:14][C:15]2[CH:20]=[CH:19][C:18]([N+:21]([O-])=O)=[CH:17][C:16]=2[C:24]([O:26][CH2:27][CH3:28])=[O:25])[CH2:10][CH2:9]1)=[O:7])([CH3:4])([CH3:3])[CH3:2]. Product: [C:1]([O:5][C:6]([N:8]1[CH2:13][CH2:12][CH:11]([O:14][C:15]2[CH:20]=[CH:19][C:18]([NH2:21])=[CH:17][C:16]=2[C:24]([O:26][CH2:27][CH3:28])=[O:25])[CH2:10][CH2:9]1)=[O:7])([CH3:4])([CH3:3])[CH3:2]. The catalyst class is: 19. (3) Reactant: [C:1]([NH:4][C@@H:5]([CH2:42][C:43]1[CH:48]=[CH:47][CH:46]=[CH:45][CH:44]=1)[C:6]([NH:8][C@H:9]([C:34](=[O:41])[NH:35][CH2:36][CH2:37][CH2:38][CH2:39][CH3:40])[CH2:10][C:11]1[CH:16]=[CH:15][C:14]([N:17]2[CH2:21][C:20](=[O:22])[N:19](CC3C=CC(OC)=CC=3)[S:18]2(=[O:33])=[O:32])=[CH:13][CH:12]=1)=[O:7])(=[O:3])[CH3:2].C([SiH](C)C)(C)(C)C. Product: [C:1]([NH:4][C@@H:5]([CH2:42][C:43]1[CH:48]=[CH:47][CH:46]=[CH:45][CH:44]=1)[C:6]([NH:8][C@H:9]([C:34](=[O:41])[NH:35][CH2:36][CH2:37][CH2:38][CH2:39][CH3:40])[CH2:10][C:11]1[CH:12]=[CH:13][C:14]([N:17]2[CH2:21][C:20](=[O:22])[NH:19][S:18]2(=[O:33])=[O:32])=[CH:15][CH:16]=1)=[O:7])(=[O:3])[CH3:2]. The catalyst class is: 144. (4) Reactant: [C:1]([O:5][CH:6]([C:11]1[C:12]([CH3:34])=[N:13][C:14]2[N:15]([N:29]=[C:30]([CH3:33])[C:31]=2[Cl:32])[C:16]=1[C:17]1[C:18]([CH3:28])=[C:19]2[C:24](=[C:25]([F:27])[CH:26]=1)[O:23][CH2:22][CH2:21][CH2:20]2)[C:7]([O:9]C)=[O:8])([CH3:4])([CH3:3])[CH3:2].[Li+].[OH-]. Product: [C:1]([O:5][CH:6]([C:11]1[C:12]([CH3:34])=[N:13][C:14]2[N:15]([N:29]=[C:30]([CH3:33])[C:31]=2[Cl:32])[C:16]=1[C:17]1[C:18]([CH3:28])=[C:19]2[C:24](=[C:25]([F:27])[CH:26]=1)[O:23][CH2:22][CH2:21][CH2:20]2)[C:7]([OH:9])=[O:8])([CH3:4])([CH3:3])[CH3:2]. The catalyst class is: 12. (5) Reactant: [C:1](/[CH:3]=[CH:4]/[S:5]([C:8]1[CH:13]=[CH:12][C:11]([C:14]([CH3:19])([CH3:18])[C:15]([OH:17])=O)=[CH:10][CH:9]=1)(=[O:7])=[O:6])#[N:2].[NH2:20][C:21]1[CH:26]=[CH:25][CH:24]=[CH:23][C:22]=1[OH:27].Cl.CN(C)CCCN=C=NCC.ON1C2C=CC=CC=2N=N1. Product: [C:1](/[CH:3]=[CH:4]/[S:5]([C:8]1[CH:9]=[CH:10][C:11]([C:14]([CH3:19])([CH3:18])[C:15]([NH:20][C:21]2[CH:26]=[CH:25][CH:24]=[CH:23][C:22]=2[OH:27])=[O:17])=[CH:12][CH:13]=1)(=[O:6])=[O:7])#[N:2]. The catalyst class is: 115.